From a dataset of Reaction yield outcomes from USPTO patents with 853,638 reactions. Predict the reaction yield, written as a fraction of the theoretical maximum amount of product (1.0 means a 100% yield; for example, 0.34 means a 34% yield). (1) The reactants are [C:1]([C:3]1[CH:8]=[CH:7][CH:6]=[CH:5][C:4]=1[C:9]1[CH:14]=[CH:13][C:12]([CH2:15][C:16]2[C:17](=[O:41])[N:18]([C@H:28]3[CH2:33][CH2:32][C@H:31]([O:34][CH2:35][C:36]([O:38]CC)=[O:37])[CH2:30][CH2:29]3)[C:19]3[N:20]([N:25]=[CH:26][N:27]=3)[C:21]=2[CH2:22][CH2:23][CH3:24])=[CH:11][CH:10]=1)#[N:2].[OH-].[Na+].CO.Cl. The catalyst is O.O1CCCC1. The product is [C:1]([C:3]1[CH:8]=[CH:7][CH:6]=[CH:5][C:4]=1[C:9]1[CH:14]=[CH:13][C:12]([CH2:15][C:16]2[C:17](=[O:41])[N:18]([C@H:28]3[CH2:33][CH2:32][C@H:31]([O:34][CH2:35][C:36]([OH:38])=[O:37])[CH2:30][CH2:29]3)[C:19]3[N:20]([N:25]=[CH:26][N:27]=3)[C:21]=2[CH2:22][CH2:23][CH3:24])=[CH:11][CH:10]=1)#[N:2]. The yield is 0.900. (2) The reactants are [S:1]1[C:5]2[CH:6]=[CH:7][CH:8]=[CH:9][C:4]=2[CH:3]=[C:2]1[C:10]1[CH:11]=[C:12]([CH2:23][CH2:24][CH3:25])[CH:13]=[C:14]2[C:18]=1[NH:17][N:16]=[C:15]2[NH:19][C:20]([NH2:22])=[S:21].Br[CH2:27][CH:28](OCC)OCC.C(=O)([O-])O.[Na+]. The catalyst is C(O)C.C(OCC)(=O)C.O1CCCC1. The product is [S:1]1[C:5]2[CH:6]=[CH:7][CH:8]=[CH:9][C:4]=2[CH:3]=[C:2]1[C:10]1[CH:11]=[C:12]([CH2:23][CH2:24][CH3:25])[CH:13]=[C:14]2[C:18]=1[NH:17][N:16]=[C:15]2[NH:19][C:20]1[S:21][CH:27]=[CH:28][N:22]=1. The yield is 0.490. (3) The reactants are Br[C:2]1[CH:3]=[CH:4][C:5]2[C:9]3[CH:10]=[CH:11][C:12](Br)=[CH:13][C:8]=3[S:7](=[O:16])(=[O:15])[C:6]=2[CH:17]=1.[N:18]12[CH2:25][CH2:24][CH:21]([CH2:22][CH2:23]1)[C@H:20]([OH:26])[CH2:19]2.N1C2C(=CC=C3C=2N=CC=C3)C=CC=1.C(=O)([O-])[O-].[Cs+].[Cs+]. The catalyst is C1(C)C=CC=CC=1.[Cu]I. The product is [O:15]=[S:7]1(=[O:16])[C:6]2[CH:17]=[CH:2][CH:3]=[CH:4][C:5]=2[C:9]2[CH:10]=[CH:11][C:12]([O:26][C@H:20]3[CH:21]4[CH2:24][CH2:25][N:18]([CH2:23][CH2:22]4)[CH2:19]3)=[CH:13][C:8]1=2. The yield is 0.630. (4) The reactants are [C:1]1([C:7]2[N:8]=[C:9]([C:12]3[C:16]([C:17]([NH:19][CH:20]4[CH2:25][CH2:24][O:23][CH2:22][CH2:21]4)=[O:18])=[CH:15][N:14](COCC[Si](C)(C)C)[N:13]=3)[S:10][CH:11]=2)[CH:6]=[CH:5][CH:4]=[CH:3][CH:2]=1.FC(F)(F)C(O)=O.CO.[OH-].[NH4+]. The catalyst is ClCCl. The product is [C:1]1([C:7]2[N:8]=[C:9]([C:12]3[C:16]([C:17]([NH:19][CH:20]4[CH2:25][CH2:24][O:23][CH2:22][CH2:21]4)=[O:18])=[CH:15][NH:14][N:13]=3)[S:10][CH:11]=2)[CH:2]=[CH:3][CH:4]=[CH:5][CH:6]=1. The yield is 0.690. (5) The reactants are [I:1][C:2]1[CH:3]=[C:4]2[C:9](=[CH:10][CH:11]=1)[NH:8][C:7](=O)[CH:6]=[C:5]2[C:13]([OH:15])=O.S(Cl)([Cl:18])=O.[CH2:20]([N:22]([CH2:26][CH3:27])[CH2:23][CH2:24][NH2:25])[CH3:21]. The catalyst is ClCCl.CN(C)C=O.O1CCCC1. The product is [Cl:18][C:7]1[CH:6]=[C:5]([C:13]([NH:25][CH2:24][CH2:23][N:22]([CH2:26][CH3:27])[CH2:20][CH3:21])=[O:15])[C:4]2[C:9](=[CH:10][CH:11]=[C:2]([I:1])[CH:3]=2)[N:8]=1. The yield is 0.760.